From a dataset of Catalyst prediction with 721,799 reactions and 888 catalyst types from USPTO. Predict which catalyst facilitates the given reaction. Reactant: [F:1][C:2]1[CH:7]=[CH:6][CH:5]=[C:4]([F:8])[C:3]=1[N:9]1[C:14]2[N:15]=[C:16]([N:29]3[CH2:34][CH2:33][CH:32]([N:35]4[CH2:40][CH2:39][CH:38]([CH3:41])[CH2:37][CH2:36]4)[CH2:31][CH2:30]3)[N:17]=[C:18]([C:19]3[CH:20]=[C:21]([CH:25]=[CH:26][C:27]=3[CH3:28])[C:22]([OH:24])=O)[C:13]=2[CH:12]=[CH:11][C:10]1=[O:42].CN(C(ON1N=NC2C=CC=CC1=2)=[N+](C)C)C.F[P-](F)(F)(F)(F)F.C(N(CC)CC)C.[C:74]([NH2:78])([CH3:77])([CH3:76])[CH3:75]. Product: [F:8][C:4]1[CH:5]=[CH:6][CH:7]=[C:2]([F:1])[C:3]=1[N:9]1[C:14]2[N:15]=[C:16]([N:29]3[CH2:34][CH2:33][CH:32]([N:35]4[CH2:36][CH2:37][CH:38]([CH3:41])[CH2:39][CH2:40]4)[CH2:31][CH2:30]3)[N:17]=[C:18]([C:19]3[CH:20]=[C:21]([CH:25]=[CH:26][C:27]=3[CH3:28])[C:22]([NH:78][C:74]([CH3:77])([CH3:76])[CH3:75])=[O:24])[C:13]=2[CH:12]=[CH:11][C:10]1=[O:42]. The catalyst class is: 3.